The task is: Binary Classification. Given a miRNA mature sequence and a target amino acid sequence, predict their likelihood of interaction.. This data is from Experimentally validated miRNA-target interactions with 360,000+ pairs, plus equal number of negative samples. (1) The miRNA is hsa-miR-4712-3p with sequence AAUGAGAGACCUGUACUGUAU. The protein sequence of the target gene is MFSFEGDFKTRPKVSLGGASRKEEKASLLHRTQEERRKREEERRRLKNAVIIQSFIRGYRDRKQQYFIQRSAFDQCTDSAQPGGTFCLADGPNLTLLVRQLLFFYKQSEDSKRLIWLYQNLIKHSSLFVKQLDGSERLTCLFQIKRLMSLCCRLLQNCSDDSLNVALPMRMLEVFTSENTYLPVLQDSSYVVSVIEQILHYMVHSGYYRSLYLLINSKLPSSIEYSDLSRVPIAKILLENVLKPLHFTYSSCPEASRHQVFSAFTEEFLGAPFTDQIFHFVIPAFADAQTVFPYEPFLNA.... Result: 0 (no interaction). (2) The miRNA is hsa-miR-3186-3p with sequence UCACGCGGAGAGAUGGCUUUG. The protein sequence of the target gene is MNECHYDKHMDFFYNRSNTDTVDDWTGTKLVIVLCVGTFFCLFIFFSNSLVIAAVIKNRKFHFPFYYLLANLAAADFFAGIAYVFLMFNTGPVSKTLTVNRWFLRQGLLDSSLTASLTNLLVIAVERHMSIMRMRVHSNLTKKRVTLLILLVWAIAIFMGAVPTLGWNCLCNISACSSLAPIYSRSYLVFWTVSNLMAFLIMVVVYLRIYVYVKRKTNVLSPHTSGSISRRRTPMKLMKTVMTVLGAFVVCWTPGLVVLLLDGLNCRQCGVQHVKRWFLLLALLNSVVNPIIYSYKDEDM.... Result: 0 (no interaction). (3) The protein sequence of the target gene is MEVLAEPRWPPGLAVMKTIDDLLRCGICFEYFNIAVIIPQCSHNYCSLCIRKFLSYKTQCPTCCVAVTEPDLRNNRLLDELVKSMNFARTHLLQFALESPPISPVSSTSKKVVVKVHNADAAQHPVKQANRLMDKFLIRETGDCVFELLGKENERKFSPQKELSTSAEIKETSLLGKPVLGLSDANGPVTPSTSTMKLDTKVSCPVCGVSIPENHINKHLDSCLSREEKKESLRSSAHKRKPLPKTVYNLLSDRDLKKKLKQYGLSVQGNKQQLIKRHQEFVHMYNAQCDALHPKSAAEI.... The miRNA is hsa-miR-3186-3p with sequence UCACGCGGAGAGAUGGCUUUG. Result: 0 (no interaction). (4) Result: 0 (no interaction). The protein sequence of the target gene is MPAVSKGDGMRGLAVFISDIRNCKSKEAEIKRINKELANIRSKFKGDKALDGYSKKKYVCKLLFIFLLGHDIDFGHMEAVNLLSSNKYTEKQIGYLFISVLVNSNSELIRLINNAIKNDLASRNPTFMCLALHCIANVGSREMGEAFAADIPRILVAGDSMDSVKQSAALCLLRLYKASPDLVPMGEWTARVVHLLNDQHMGVVTAAVSLITCLCKKNPDDFKTCVSLAVSRLSRIVSSASTDLQDYTYYFVPAPWLSVKLLRLLQCYPPPEDAAVKGRLVECLETVLNKAQEPPKSKKV.... The miRNA is hsa-miR-181a-3p with sequence ACCAUCGACCGUUGAUUGUACC. (5) The miRNA is hsa-miR-5186 with sequence AGAGAUUGGUAGAAAUCAGGU. The protein sequence of the target gene is MDCKVHMETTVSRPVLSPTHINATASETFTVLQQRMRIVEEQTSSLRDDLIMLDFGEKRGYLEAPDCLEDLDSQKVISPIQNEAICAGKTDILWKNCEFLVNRMCRLESLMQSLKMNIFRLQTEKDLNPQKTAFLKDRLNAIQEEHSKDLKLLHLEVMNLRQQLRAVKEEEDKAQDEVQRLTATLKIASQTKKNAAIIEEELKTTKRKMNLKIQELRRQLAQEKYLRESLEKSASAMLLKIQEMGSTVEVERKQVHILQQNCIALRDSIQSAQELLAQEQKKKEELEIATSQLKSDLTSR.... Result: 0 (no interaction). (6) The miRNA is hsa-miR-6824-5p with sequence GUAGGGGAGGUUGGGCCAGGGA. The protein sequence of the target gene is MEPSEVPSQISKDNFLEVPNLSDSLCEDEEVTFQPGFSPQPSRRGSDSSEDIYLDTPSSGTRRVSFADSFGFNLVSVKEFDCWELPSASTTFDLGTDIFHTEEYVLAPLFDLPSSKEDLMQQLQIQKAILESTESLLGSTSIKGIIRVLNVSFEKLVYVRMSLDDWQTHYDILAEYVPNSCDGETDQFSFKIVLVPPYQKDGSKVEFCIRYETSVGTFWSNNNGTNYTFICQKKEQEPEPVKPWKEVPNRQIKGCLKVKSSKEESSVTSEENNFENPKNTDTYIPTIICSHEDKEDLEAS.... Result: 0 (no interaction). (7) The protein sequence of the target gene is MSRPGHGGLMPVNGLGFPPQNVARVVVWEWLNEHSRWRPYTATVCHHIENVLKEDARGSVVLGQVDAQLVPYIIDLQSMHQFRQDTGTMRPVRRNFYDPSSAPGKGIVWEWENDGGAWTAYDMDICITIQNAYEKQHPWLDLSSLGFCYLIYFNSMSQMNRQTRRRRRLRRRLDLAYPLTVGSIPKSQSWPVGASSGQPCSCQQCLLVNSTRAASNAILASQRRKAPPAPPLPPPPPPGGPPGALAVRPSATFTGAALWAAPAAGPAEPAPPPGAPPRSPGAPGGARTPGQNNLNRPGPQ.... Result: 1 (interaction). The miRNA is hsa-miR-6512-3p with sequence UUCCAGCCCUUCUAAUGGUAGG.